Dataset: Catalyst prediction with 721,799 reactions and 888 catalyst types from USPTO. Task: Predict which catalyst facilitates the given reaction. Reactant: C1(NC(C2C3C(=CC=C(F)C=3)N=C([C@@H](NC(=O)OC(C)(C)C)C)C=2C2C=CC=CN=2)=O)CC1.Cl.O1CCOCC1.[NH2:41][C@H:42]([C:44]1[C:53]([C:54]2[CH:59]=[CH:58][CH:57]=[CH:56][N:55]=2)=[C:52]([C:60]([NH:62][CH:63]2[CH2:65][CH2:64]2)=[O:61])[C:51]2[C:46](=[CH:47][CH:48]=[C:49]([F:66])[CH:50]=2)[N:45]=1)[CH3:43].CCN(C(C)C)C(C)C.[NH2:76][C:77]1[C:82]([C:83]#[N:84])=[C:81](Cl)[N:80]=[CH:79][N:78]=1. Product: [NH2:76][C:77]1[N:78]=[CH:79][N:80]=[C:81]([NH:41][C@H:42]([C:44]2[C:53]([C:54]3[CH:59]=[CH:58][CH:57]=[CH:56][N:55]=3)=[C:52]([C:60]([NH:62][CH:63]3[CH2:65][CH2:64]3)=[O:61])[C:51]3[C:46](=[CH:47][CH:48]=[C:49]([F:66])[CH:50]=3)[N:45]=2)[CH3:43])[C:82]=1[C:83]#[N:84]. The catalyst class is: 3.